This data is from Peptide-MHC class I binding affinity with 185,985 pairs from IEDB/IMGT. The task is: Regression. Given a peptide amino acid sequence and an MHC pseudo amino acid sequence, predict their binding affinity value. This is MHC class I binding data. (1) The peptide sequence is MTPAERLV. The MHC is Mamu-A01 with pseudo-sequence Mamu-A01. The binding affinity (normalized) is 0.673. (2) The peptide sequence is MLIFNVKSK. The MHC is HLA-A31:01 with pseudo-sequence HLA-A31:01. The binding affinity (normalized) is 0.0795. (3) The peptide sequence is IVTRIVELL. The MHC is HLA-A30:01 with pseudo-sequence HLA-A30:01. The binding affinity (normalized) is 0.0526. (4) The peptide sequence is FISYNRHNDT. The MHC is HLA-A68:02 with pseudo-sequence HLA-A68:02. The binding affinity (normalized) is 0.285. (5) The peptide sequence is IIYSKAGNIL. The MHC is HLA-A68:02 with pseudo-sequence HLA-A68:02. The binding affinity (normalized) is 0.235. (6) The peptide sequence is HMILVVVTT. The MHC is HLA-A32:01 with pseudo-sequence HLA-A32:01. The binding affinity (normalized) is 0. (7) The peptide sequence is GLFDFVNFV. The MHC is HLA-A02:03 with pseudo-sequence HLA-A02:03. The binding affinity (normalized) is 1.00. (8) The peptide sequence is CRRPGNKTVL. The MHC is Mamu-B08 with pseudo-sequence Mamu-B08. The binding affinity (normalized) is 0.632. (9) The MHC is Mamu-B08 with pseudo-sequence Mamu-B08. The peptide sequence is GLNKIVRMY. The binding affinity (normalized) is 0.452. (10) The peptide sequence is QELYSPLFL. The MHC is HLA-B18:01 with pseudo-sequence HLA-B18:01. The binding affinity (normalized) is 0.203.